From a dataset of Forward reaction prediction with 1.9M reactions from USPTO patents (1976-2016). Predict the product of the given reaction. (1) The product is: [CH:15]1([NH:14][C@H:11]2[CH2:10][CH2:9][C@H:8]([O:1][C:2]3[CH:7]=[CH:6][CH:5]=[CH:4][CH:3]=3)[CH2:13][CH2:12]2)[CH2:20][CH2:19][CH2:18][CH2:17][CH2:16]1. Given the reactants [O:1]([C@H:8]1[CH2:13][CH2:12][C@H:11]([NH2:14])[CH2:10][CH2:9]1)[C:2]1[CH:7]=[CH:6][CH:5]=[CH:4][CH:3]=1.[C:15]1(=O)[CH2:20][CH2:19][CH2:18][CH2:17][CH2:16]1.CC([O-])=O.[Na+].C([BH3-])#N.[Na+], predict the reaction product. (2) Given the reactants [OH:1][CH:2]1[CH2:20][CH:19]2[N:4]([C:5](=[O:39])[CH:6]([NH:31][C:32]([O:34][C:35]([CH3:38])([CH3:37])[CH3:36])=[O:33])[CH2:7][CH2:8][CH2:9][CH2:10][CH2:11][CH:12]=[CH:13][CH:14]3[C:16]([C:22]([NH:24][S:25]([CH:28]4[CH2:30][CH2:29]4)(=[O:27])=[O:26])=[O:23])([NH:17][C:18]2=[O:21])[CH2:15]3)[CH2:3]1.[Cl:40][C:41]1[CH:49]=[CH:48][C:44]([C:45](Cl)=[O:46])=[CH:43][CH:42]=1, predict the reaction product. The product is: [Cl:40][C:41]1[CH:49]=[CH:48][C:44]([C:45]([O:1][CH:2]2[CH2:20][CH:19]3[N:4]([C:5](=[O:39])[CH:6]([NH:31][C:32]([O:34][C:35]([CH3:36])([CH3:38])[CH3:37])=[O:33])[CH2:7][CH2:8][CH2:9][CH2:10][CH2:11][CH:12]=[CH:13][CH:14]4[C:16]([C:22]([NH:24][S:25]([CH:28]5[CH2:30][CH2:29]5)(=[O:27])=[O:26])=[O:23])([NH:17][C:18]3=[O:21])[CH2:15]4)[CH2:3]2)=[O:46])=[CH:43][CH:42]=1. (3) Given the reactants [N:1]1([C:5]([C:7]2[N:12]=[CH:11][C:10]([O:13][C:14]3[CH:15]=[C:16]([CH:27]=[C:28]([OH:30])[CH:29]=3)[C:17]([NH:19][C:20]3[CH:25]=[N:24][C:23]([CH3:26])=[CH:22][N:21]=3)=[O:18])=[CH:9][CH:8]=2)=[O:6])[CH2:4][CH2:3][CH2:2]1.Br[CH:32]1[CH2:36][CH2:35][N:34]([CH3:37])[C:33]1=[O:38].C(=O)([O-])[O-].[K+].[K+], predict the reaction product. The product is: [N:1]1([C:5]([C:7]2[N:12]=[CH:11][C:10]([O:13][C:14]3[CH:15]=[C:16]([CH:27]=[C:28]([O:30][C@H:32]4[CH2:36][CH2:35][N:34]([CH3:37])[C:33]4=[O:38])[CH:29]=3)[C:17]([NH:19][C:20]3[CH:25]=[N:24][C:23]([CH3:26])=[CH:22][N:21]=3)=[O:18])=[CH:9][CH:8]=2)=[O:6])[CH2:2][CH2:3][CH2:4]1.